Dataset: Catalyst prediction with 721,799 reactions and 888 catalyst types from USPTO. Task: Predict which catalyst facilitates the given reaction. (1) Reactant: [I:1][C:2]1[CH:7]=[CH:6][C:5]([N:8]2[CH:13]=[CH:12][CH:11]=[CH:10][C:9]2=S)=[CH:4][CH:3]=1.CI.[CH3:17][NH2:18]. Product: [I:1][C:2]1[CH:7]=[CH:6][C:5]([N:8]2[CH:13]=[CH:12][CH:11]=[CH:10]/[C:9]/2=[N:18]\[CH3:17])=[CH:4][CH:3]=1. The catalyst class is: 881. (2) Reactant: [C:1]([OH:13])(=[O:12])[CH2:2][C:3]([CH2:8][C:9]([OH:11])=[O:10])([C:5]([OH:7])=[O:6])[OH:4].[N:14]1([CH2:19][CH2:20][CH2:21][N:22]2[CH2:27][CH2:26][CH:25]([CH2:28][NH2:29])[CH2:24][CH2:23]2)[CH:18]=[CH:17][N:16]=[N:15]1. Product: [C:1]([OH:13])(=[O:12])[CH2:2][C:3]([CH2:8][C:9]([OH:11])=[O:10])([C:5]([OH:7])=[O:6])[OH:4].[N:14]1([CH2:19][CH2:20][CH2:21][N:22]2[CH2:23][CH2:24][CH:25]([CH2:28][NH2:29])[CH2:26][CH2:27]2)[CH:18]=[CH:17][N:16]=[N:15]1. The catalyst class is: 21. (3) Reactant: C[Al](C)C.[CH3:5][C:6]1[CH:7]=[CH:8][C:9]([NH2:12])=[N:10][CH:11]=1.[Cl:13][C:14]1[C:15]([N:20]2[C:24]3=[N:25][CH:26]=[N:27][C:28]([O:29][C@@H:30]([CH2:35][O:36][C@H:37]([CH3:41])[CH2:38][O:39][CH3:40])[C:31](OC)=[O:32])=[C:23]3[CH:22]=[N:21]2)=[N:16][CH:17]=[CH:18][CH:19]=1.C(O)(=O)CC(CC(O)=O)(C(O)=O)O. Product: [Cl:13][C:14]1[C:15]([N:20]2[C:24]3=[N:25][CH:26]=[N:27][C:28]([O:29][C@@H:30]([CH2:35][O:36][C@H:37]([CH3:41])[CH2:38][O:39][CH3:40])[C:31]([NH:12][C:9]4[CH:8]=[CH:7][C:6]([CH3:5])=[CH:11][N:10]=4)=[O:32])=[C:23]3[CH:22]=[N:21]2)=[N:16][CH:17]=[CH:18][CH:19]=1. The catalyst class is: 727. (4) Reactant: N([O-])=O.[Na+].[F:5][C:6]1[CH:7]=[C:8]([NH2:19])[CH:9]=[C:10]([F:18])[C:11]=1[N:12]1[CH2:17][CH2:16][O:15][CH2:14][CH2:13]1.[N-:20]=[N+:21]=[N-].[Na+].C([O-])(=O)C.[Na+]. Product: [N:19]([C:8]1[CH:7]=[C:6]([F:5])[C:11]([N:12]2[CH2:13][CH2:14][O:15][CH2:16][CH2:17]2)=[C:10]([F:18])[CH:9]=1)=[N+:20]=[N-:21]. The catalyst class is: 33. (5) Reactant: [CH3:1][N:2]1[CH2:7][CH2:6][N:5]([C:8]2[CH:9]=[N:10][C:11]([C:14]3[O:22][C:17]4=[CH:18][N:19]=[CH:20][CH:21]=[C:16]4[C:15]=3[NH:23][C:24]3[CH:25]=[C:26]4[C:30](=[CH:31][CH:32]=3)[C:29](=[O:33])[CH2:28][CH2:27]4)=[N:12][CH:13]=2)[CH2:4][CH2:3]1.CC(S(N)=O)(C)C. Product: [CH3:1][N:2](/[CH:7]=[C:28]1\[C:29](=[O:33])[C:30]2[C:26]([CH2:27]\1)=[CH:25][C:24]([NH:23][C:15]1[C:16]3[C:17](=[CH:18][N:19]=[CH:20][CH:21]=3)[O:22][C:14]=1[C:11]1[N:10]=[CH:9][C:8]([N:5]3[CH2:4][CH2:3][N:2]([CH3:1])[CH2:7][CH2:6]3)=[CH:13][N:12]=1)=[CH:32][CH:31]=2)[CH3:3]. The catalyst class is: 11. (6) Reactant: C(N(CC)C(C)C)(C)C.[Cl:10][C:11]1[CH:35]=[CH:34][C:14]([CH2:15][NH:16][C:17]([C:19]2[C:20](=[O:33])[C:21]3[CH:30]=[C:29]([CH2:31]Cl)[S:28][C:22]=3[N:23]([CH2:25][CH2:26][CH3:27])[CH:24]=2)=[O:18])=[CH:13][CH:12]=1.[CH3:36][NH:37][CH2:38][C@H:39]([C:41]1[CH:46]=[CH:45][CH:44]=[CH:43][CH:42]=1)[OH:40]. Product: [Cl:10][C:11]1[CH:12]=[CH:13][C:14]([CH2:15][NH:16][C:17]([C:19]2[C:20](=[O:33])[C:21]3[CH:30]=[C:29]([CH2:31][N:37]([CH2:38][C@@H:39]([OH:40])[C:41]4[CH:46]=[CH:45][CH:44]=[CH:43][CH:42]=4)[CH3:36])[S:28][C:22]=3[N:23]([CH2:25][CH2:26][CH3:27])[CH:24]=2)=[O:18])=[CH:34][CH:35]=1. The catalyst class is: 3. (7) Reactant: C(N(CC)C(C)C)(C)C.[F:10][C:11]1[CH:19]=[C:18]2[C:14]([C:15]([C:21]3[N:22]=[C:23]4[C:29]([C:30]([OH:32])=O)=[CH:28][N:27]([CH2:33][O:34][CH2:35][CH2:36][Si:37]([CH3:40])([CH3:39])[CH3:38])[C:24]4=[N:25][CH:26]=3)=[N:16][N:17]2[CH3:20])=[CH:13][CH:12]=1.CN(C(ON1N=NC2C=CC=NC1=2)=[N+](C)C)C.F[P-](F)(F)(F)(F)F.FC(F)(F)C(O)=O.[NH2:72][C@H:73]([CH3:80])[C:74]([NH:76][CH2:77][CH2:78][OH:79])=[O:75]. The catalyst class is: 3. Product: [OH:79][CH2:78][CH2:77][NH:76][C:74]([C@H:73]([NH:72][C:30]([C:29]1[C:23]2[C:24](=[N:25][CH:26]=[C:21]([C:15]3[C:14]4[C:18](=[CH:19][C:11]([F:10])=[CH:12][CH:13]=4)[N:17]([CH3:20])[N:16]=3)[N:22]=2)[N:27]([CH2:33][O:34][CH2:35][CH2:36][Si:37]([CH3:39])([CH3:38])[CH3:40])[CH:28]=1)=[O:32])[CH3:80])=[O:75]. (8) Reactant: [C:1]([C:3]1[CH:8]=[CH:7][CH:6]=[CH:5][C:4]=1[C:9]1[N:14]=[CH:13][C:12]([CH2:15][CH:16]([C:22](=O)[CH2:23][CH2:24][CH3:25])[C:17]([O:19]CC)=O)=[CH:11][CH:10]=1)#[N:2].[Si:27]([O:34][CH:35]1[CH2:40][CH2:39][CH:38]([NH:41][C:42]2[NH:46][CH:45]=[N:44][N:43]=2)[CH2:37][CH2:36]1)([C:30]([CH3:33])([CH3:32])[CH3:31])([CH3:29])[CH3:28].C(N(CC)C1C=CC=CC=1)C. Product: [Si:27]([O:34][CH:35]1[CH2:40][CH2:39][CH:38]([N:41]2[C:17](=[O:19])[C:16]([CH2:15][C:12]3[CH:11]=[CH:10][C:9]([C:4]4[CH:5]=[CH:6][CH:7]=[CH:8][C:3]=4[C:1]#[N:2])=[N:14][CH:13]=3)=[C:22]([CH2:23][CH2:24][CH3:25])[N:43]3[N:44]=[CH:45][N:46]=[C:42]23)[CH2:37][CH2:36]1)([C:30]([CH3:33])([CH3:31])[CH3:32])([CH3:29])[CH3:28]. The catalyst class is: 13. (9) Reactant: [F:1][C:2]1[CH:3]=[C:4]([C:9]2[C:18](=[O:19])[C:17]3[C:12](=[CH:13][CH:14]=[C:15]([F:20])[CH:16]=3)[N:11]([CH3:21])[C:10]=2[CH2:22][CH3:23])[CH:5]=[C:6]([F:8])[CH:7]=1.[Br:24]N1C(C)(C)C(=O)N(Br)C1=O.C(OOC(=O)C1C=CC=CC=1)(=O)C1C=CC=CC=1.C(=O)(O)[O-].[Na+]. Product: [Br:24][CH:22]([C:10]1[N:11]([CH3:21])[C:12]2[C:17]([C:18](=[O:19])[C:9]=1[C:4]1[CH:5]=[C:6]([F:8])[CH:7]=[C:2]([F:1])[CH:3]=1)=[CH:16][C:15]([F:20])=[CH:14][CH:13]=2)[CH3:23]. The catalyst class is: 53. (10) Reactant: CC[O-].[Na+].[C:5]([NH:8][CH:9]([C:15]([O:17][CH2:18][CH3:19])=[O:16])[C:10]([O:12][CH2:13][CH3:14])=[O:11])(=[O:7])[CH3:6].C(N(C(=O)C)[N:24]([C:28]1[CH:33]=[CH:32][C:31]([CH2:34]Br)=[CH:30][CH:29]=1)[C:25](=[O:27])[CH3:26])(=O)C.C(O)(=O)CC(CC(O)=O)(C(O)=O)O. Product: [C:25]([NH:24][C:28]1[CH:33]=[CH:32][C:31]([CH2:34][C:9]([NH:8][C:5](=[O:7])[CH3:6])([C:15]([O:17][CH2:18][CH3:19])=[O:16])[C:10]([O:12][CH2:13][CH3:14])=[O:11])=[CH:30][CH:29]=1)(=[O:27])[CH3:26]. The catalyst class is: 14.